From a dataset of NCI-60 drug combinations with 297,098 pairs across 59 cell lines. Regression. Given two drug SMILES strings and cell line genomic features, predict the synergy score measuring deviation from expected non-interaction effect. (1) Drug 1: C(=O)(N)NO. Drug 2: CCC1(CC2CC(C3=C(CCN(C2)C1)C4=CC=CC=C4N3)(C5=C(C=C6C(=C5)C78CCN9C7C(C=CC9)(C(C(C8N6C)(C(=O)OC)O)OC(=O)C)CC)OC)C(=O)OC)O.OS(=O)(=O)O. Cell line: OVCAR-5. Synergy scores: CSS=-1.57, Synergy_ZIP=2.24, Synergy_Bliss=4.28, Synergy_Loewe=-1.94, Synergy_HSA=-4.02. (2) Drug 1: C1=C(C(=O)NC(=O)N1)N(CCCl)CCCl. Drug 2: CN(C(=O)NC(C=O)C(C(C(CO)O)O)O)N=O. Cell line: MDA-MB-435. Synergy scores: CSS=-7.24, Synergy_ZIP=-1.80, Synergy_Bliss=-10.7, Synergy_Loewe=-11.6, Synergy_HSA=-12.0. (3) Drug 1: CC12CCC3C(C1CCC2=O)CC(=C)C4=CC(=O)C=CC34C. Drug 2: CCC1(C2=C(COC1=O)C(=O)N3CC4=CC5=C(C=CC(=C5CN(C)C)O)N=C4C3=C2)O.Cl. Cell line: UO-31. Synergy scores: CSS=42.6, Synergy_ZIP=-8.30, Synergy_Bliss=-1.54, Synergy_Loewe=-0.621, Synergy_HSA=-0.257. (4) Drug 1: CC12CCC(CC1=CCC3C2CCC4(C3CC=C4C5=CN=CC=C5)C)O. Drug 2: C1=CC=C(C=C1)NC(=O)CCCCCCC(=O)NO. Cell line: NCI-H522. Synergy scores: CSS=23.1, Synergy_ZIP=0.360, Synergy_Bliss=9.79, Synergy_Loewe=6.52, Synergy_HSA=9.08. (5) Drug 1: CN(CC1=CN=C2C(=N1)C(=NC(=N2)N)N)C3=CC=C(C=C3)C(=O)NC(CCC(=O)O)C(=O)O. Drug 2: C(CN)CNCCSP(=O)(O)O. Cell line: MOLT-4. Synergy scores: CSS=68.5, Synergy_ZIP=12.1, Synergy_Bliss=11.4, Synergy_Loewe=-10.5, Synergy_HSA=10.6. (6) Drug 1: C1CN1P(=S)(N2CC2)N3CC3. Cell line: SW-620. Drug 2: CC1=C(C=C(C=C1)NC(=O)C2=CC=C(C=C2)CN3CCN(CC3)C)NC4=NC=CC(=N4)C5=CN=CC=C5. Synergy scores: CSS=4.30, Synergy_ZIP=-0.900, Synergy_Bliss=0.595, Synergy_Loewe=-9.19, Synergy_HSA=-5.65. (7) Drug 1: C1CC2CC3=C(CC1C24CN(S(=O)(=O)N4)CC(F)(F)F)C=CC(=C3)C=CCN5CCC(CC5)C(F)(F)F. Drug 2: C1=CC(=C(C=C1I)F)NC2=C(C=CC(=C2F)F)C(=O)NOCC(CO)O. Cell line: T-47D. Synergy scores: CSS=29.2, Synergy_ZIP=5.97, Synergy_Bliss=6.71, Synergy_Loewe=8.04, Synergy_HSA=8.17. (8) Drug 1: CC1CC(C(C(C=C(C(C(C=CC=C(C(=O)NC2=CC(=O)C(=C(C1)C2=O)OC)C)OC)OC(=O)N)C)C)O)OC. Drug 2: CCC1(C2=C(COC1=O)C(=O)N3CC4=CC5=C(C=CC(=C5CN(C)C)O)N=C4C3=C2)O. Cell line: SW-620. Synergy scores: CSS=88.4, Synergy_ZIP=4.55, Synergy_Bliss=2.90, Synergy_Loewe=4.08, Synergy_HSA=7.89. (9) Drug 1: CCN(CC)CCCC(C)NC1=C2C=C(C=CC2=NC3=C1C=CC(=C3)Cl)OC. Drug 2: N.N.Cl[Pt+2]Cl. Cell line: NCI-H322M. Synergy scores: CSS=9.27, Synergy_ZIP=-2.28, Synergy_Bliss=2.61, Synergy_Loewe=-8.05, Synergy_HSA=1.48.